Dataset: NCI-60 drug combinations with 297,098 pairs across 59 cell lines. Task: Regression. Given two drug SMILES strings and cell line genomic features, predict the synergy score measuring deviation from expected non-interaction effect. (1) Drug 1: CC1C(C(CC(O1)OC2CC(CC3=C2C(=C4C(=C3O)C(=O)C5=CC=CC=C5C4=O)O)(C(=O)C)O)N)O. Drug 2: CC1C(C(CC(O1)OC2CC(CC3=C2C(=C4C(=C3O)C(=O)C5=C(C4=O)C(=CC=C5)OC)O)(C(=O)CO)O)N)O.Cl. Cell line: SK-MEL-5. Synergy scores: CSS=63.2, Synergy_ZIP=-2.86, Synergy_Bliss=-0.833, Synergy_Loewe=-0.186, Synergy_HSA=1.62. (2) Drug 1: CC1=C(N=C(N=C1N)C(CC(=O)N)NCC(C(=O)N)N)C(=O)NC(C(C2=CN=CN2)OC3C(C(C(C(O3)CO)O)O)OC4C(C(C(C(O4)CO)O)OC(=O)N)O)C(=O)NC(C)C(C(C)C(=O)NC(C(C)O)C(=O)NCCC5=NC(=CS5)C6=NC(=CS6)C(=O)NCCC[S+](C)C)O. Drug 2: C(CC(=O)O)C(=O)CN.Cl. Cell line: 786-0. Synergy scores: CSS=19.0, Synergy_ZIP=-8.82, Synergy_Bliss=-3.47, Synergy_Loewe=-24.1, Synergy_HSA=-1.34. (3) Drug 1: CN(CC1=CN=C2C(=N1)C(=NC(=N2)N)N)C3=CC=C(C=C3)C(=O)NC(CCC(=O)O)C(=O)O. Drug 2: CC1CCC2CC(C(=CC=CC=CC(CC(C(=O)C(C(C(=CC(C(=O)CC(OC(=O)C3CCCCN3C(=O)C(=O)C1(O2)O)C(C)CC4CCC(C(C4)OC)O)C)C)O)OC)C)C)C)OC. Cell line: HT29. Synergy scores: CSS=24.9, Synergy_ZIP=-2.03, Synergy_Bliss=0.811, Synergy_Loewe=-11.6, Synergy_HSA=0.652. (4) Drug 2: C1CCC(CC1)NC(=O)N(CCCl)N=O. Drug 1: C1CC(=O)NC(=O)C1N2CC3=C(C2=O)C=CC=C3N. Synergy scores: CSS=40.3, Synergy_ZIP=-5.78, Synergy_Bliss=-3.01, Synergy_Loewe=-1.47, Synergy_HSA=0.684. Cell line: LOX IMVI. (5) Drug 1: CN1CCC(CC1)COC2=C(C=C3C(=C2)N=CN=C3NC4=C(C=C(C=C4)Br)F)OC. Drug 2: CN(C(=O)NC(C=O)C(C(C(CO)O)O)O)N=O. Cell line: SR. Synergy scores: CSS=20.8, Synergy_ZIP=1.60, Synergy_Bliss=-0.496, Synergy_Loewe=-0.764, Synergy_HSA=-0.593. (6) Drug 1: COC1=C(C=C2C(=C1)N=CN=C2NC3=CC(=C(C=C3)F)Cl)OCCCN4CCOCC4. Drug 2: C1=NNC2=C1C(=O)NC=N2. Cell line: UO-31. Synergy scores: CSS=33.2, Synergy_ZIP=-7.62, Synergy_Bliss=1.48, Synergy_Loewe=0.262, Synergy_HSA=4.06.